From a dataset of Forward reaction prediction with 1.9M reactions from USPTO patents (1976-2016). Predict the product of the given reaction. (1) Given the reactants [C:1]([C:3]1[N:8]=[CH:7][C:6]([CH2:9][O:10][C:11]2[CH:16]=[CH:15][C:14]([C:17]3[N:22]4[N:23]=[C:24]([NH:26][C:27]([CH:29]5[CH2:31][CH2:30]5)=[O:28])[N:25]=[C:21]4[CH:20]=[CH:19][CH:18]=3)=[CH:13][CH:12]=2)=[CH:5][CH:4]=1)#[N:2].[N-:32]=[N+:33]=[N-:34].[Na+].[Cl-].[NH4+], predict the reaction product. The product is: [N:2]1[NH:32][N:33]=[N:34][C:1]=1[C:3]1[N:8]=[CH:7][C:6]([CH2:9][O:10][C:11]2[CH:12]=[CH:13][C:14]([C:17]3[N:22]4[N:23]=[C:24]([NH:26][C:27]([CH:29]5[CH2:30][CH2:31]5)=[O:28])[N:25]=[C:21]4[CH:20]=[CH:19][CH:18]=3)=[CH:15][CH:16]=2)=[CH:5][CH:4]=1. (2) Given the reactants [OH:1][C:2]1[N:7]=[C:6]([C:8]([NH:10][CH2:11][CH:12]2[CH2:17][CH2:16][O:15][CH2:14][CH2:13]2)=[O:9])[C:5]([NH:18][C:19]([C:21]2[C:30]3[C:25](=[CH:26][CH:27]=[CH:28][CH:29]=3)[C:24]([CH2:31][N:32]3[CH:36]=[CH:35][N:34]=[N:33]3)=[CH:23][CH:22]=2)=[O:20])=[N:4][CH:3]=1.[F:37][C:38]([F:46])([F:45])[CH2:39][CH2:40][S:41](Cl)(=[O:43])=[O:42], predict the reaction product. The product is: [F:37][C:38]([F:46])([F:45])[CH2:39][CH2:40][S:41]([O:1][C:2]1[CH:3]=[N:4][C:5]([NH:18][C:19]([C:21]2[C:30]3[C:25](=[CH:26][CH:27]=[CH:28][CH:29]=3)[C:24]([CH2:31][N:32]3[CH:36]=[CH:35][N:34]=[N:33]3)=[CH:23][CH:22]=2)=[O:20])=[C:6]([C:8](=[O:9])[NH:10][CH2:11][CH:12]2[CH2:17][CH2:16][O:15][CH2:14][CH2:13]2)[N:7]=1)(=[O:43])=[O:42].